This data is from Forward reaction prediction with 1.9M reactions from USPTO patents (1976-2016). The task is: Predict the product of the given reaction. (1) Given the reactants CC1[N:7]=[CH:6][C:5]2C=NNC=2C=1.[C:11]([C:14]1[C:22]2[C:17](=[CH:18]N=C(C)[CH:21]=2)[N:16]([CH2:24][C:25]([OH:27])=[O:26])[N:15]=1)(=[O:13])[NH2:12], predict the reaction product. The product is: [C:11]([C:14]1[C:22]2[CH:21]=[N:7][C:6]([CH3:5])=[CH:18][C:17]=2[N:16]([CH2:24][C:25]([OH:27])=[O:26])[N:15]=1)(=[O:13])[NH2:12]. (2) Given the reactants Br[C:2]1[CH:11]=[C:10]2[C:5]([CH2:6][CH2:7][CH2:8][C:9]2=[O:12])=[C:4]([F:13])[CH:3]=1.[CH2:14]([Sn](CC)(CC)CC)[CH3:15], predict the reaction product. The product is: [CH2:14]([C:2]1[CH:11]=[C:10]2[C:5]([CH2:6][CH2:7][CH2:8][C:9]2=[O:12])=[C:4]([F:13])[CH:3]=1)[CH3:15]. (3) Given the reactants [CH3:1][I:2].[CH2:3]([O:10][C:11](=[O:25])[NH:12][CH:13]1[CH2:18][CH2:17][CH:16]([N:19]([CH3:24])[C:20]([NH:22][CH3:23])=[S:21])[CH2:15][CH2:14]1)[C:4]1[CH:9]=[CH:8][CH:7]=[CH:6][CH:5]=1, predict the reaction product. The product is: [CH2:3]([O:10][C:11](=[O:25])[NH:12][CH:13]1[CH2:14][CH2:15][CH:16]([N:19]([CH3:24])[C:20](=[N:22][CH3:23])[S:21][CH3:1])[CH2:17][CH2:18]1)[C:4]1[CH:9]=[CH:8][CH:7]=[CH:6][CH:5]=1.[IH:2]. (4) Given the reactants [CH3:1][O:2][C:3]1[CH:10]=[CH:9][C:6]([CH2:7][NH2:8])=[CH:5][CH:4]=1.C(O)C.[CH3:14][C@:15]1([CH2:18][O:19][C:20]2[CH:21]=[C:22]([C:26]3[C:30]4[S:31][CH:32]=[CH:33][C:29]=4[O:28][N:27]=3)[CH:23]=[CH:24][CH:25]=2)[CH2:17][O:16]1.C(OCC)(=O)C, predict the reaction product. The product is: [CH3:1][O:2][C:3]1[CH:10]=[CH:9][C:6]([CH2:7][NH:8][CH2:14][C@@:15]([CH3:17])([OH:16])[CH2:18][O:19][C:20]2[CH:25]=[CH:24][CH:23]=[C:22]([C:26]3[C:30]4[S:31][CH:32]=[CH:33][C:29]=4[O:28][N:27]=3)[CH:21]=2)=[CH:5][CH:4]=1. (5) The product is: [CH3:1][C:2]1[C:10]2[O:9][N:8]=[C:7]([O:11][C:12]([C:13]3[CH:18]=[CH:17][CH:16]=[CH:15][CH:14]=3)([C:25]3[CH:26]=[CH:27][CH:28]=[CH:29][CH:30]=3)[C:19]3[CH:20]=[CH:21][CH:22]=[CH:23][CH:24]=3)[C:6]=2[CH:5]=[CH:4][CH:3]=1. Given the reactants [CH3:1][C:2]1[C:10]2[O:9][N:8]=[C:7]([OH:11])[C:6]=2[CH:5]=[CH:4][CH:3]=1.[C:12](Cl)([C:25]1[CH:30]=[CH:29][CH:28]=[CH:27][CH:26]=1)([C:19]1[CH:24]=[CH:23][CH:22]=[CH:21][CH:20]=1)[C:13]1[CH:18]=[CH:17][CH:16]=[CH:15][CH:14]=1.N1C=CC=CC=1, predict the reaction product. (6) Given the reactants [Cl:1][C:2]1[C:7]([C:8]2[N:9]=[C:10]([C:20]([CH3:23])([CH3:22])[CH3:21])[S:11][C:12]=2[C:13]2[CH:18]=[CH:17][N:16]=[C:15](Cl)[N:14]=2)=[CH:6][CH:5]=[CH:4][C:3]=1[NH:24][S:25]([C:28]1[CH:32]=[CH:31][O:30][CH:29]=1)(=[O:27])=[O:26].[OH-].[NH4+:34], predict the reaction product. The product is: [NH2:34][C:15]1[N:14]=[C:13]([C:12]2[S:11][C:10]([C:20]([CH3:22])([CH3:23])[CH3:21])=[N:9][C:8]=2[C:7]2[C:2]([Cl:1])=[C:3]([NH:24][S:25]([C:28]3[CH:32]=[CH:31][O:30][CH:29]=3)(=[O:27])=[O:26])[CH:4]=[CH:5][CH:6]=2)[CH:18]=[CH:17][N:16]=1.